Dataset: Reaction yield outcomes from USPTO patents with 853,638 reactions. Task: Predict the reaction yield, written as a fraction of the theoretical maximum amount of product (1.0 means a 100% yield; for example, 0.34 means a 34% yield). (1) The reactants are [CH3:1][C:2]([CH3:35])([O:4][C:5]([N:7]([C:28]([O:30][C:31]([CH3:34])([CH3:33])[CH3:32])=[O:29])[C:8]1[C:13]([C:14]2[N:18]([C:19]3[CH:24]=[CH:23][CH:22]=[C:21]([F:25])[C:20]=3[F:26])[N:17]=[N:16][N:15]=2)=[CH:12][C:11](Br)=[CH:10][N:9]=1)=[O:6])[CH3:3].[C:36]([Si:38]([CH3:41])([CH3:40])[CH3:39])#[CH:37]. The catalyst is C(NCC)C.C(Cl)Cl.[Cu]I. The product is [CH3:1][C:2]([CH3:35])([O:4][C:5]([N:7]([C:28]([O:30][C:31]([CH3:34])([CH3:33])[CH3:32])=[O:29])[C:8]1[C:13]([C:14]2[N:18]([C:19]3[CH:24]=[CH:23][CH:22]=[C:21]([F:25])[C:20]=3[F:26])[N:17]=[N:16][N:15]=2)=[CH:12][C:11]([C:37]#[C:36][Si:38]([CH3:41])([CH3:40])[CH3:39])=[CH:10][N:9]=1)=[O:6])[CH3:3]. The yield is 0.300. (2) The reactants are [BH4-].[Na+].C(O)(C(F)(F)F)=O.[Cl:10][C:11]1[C:18]([F:19])=[CH:17][CH:16]=[CH:15][C:12]=1[C:13]#[N:14]. The catalyst is C1COCC1. The product is [ClH:10].[Cl:10][C:11]1[C:18]([F:19])=[CH:17][CH:16]=[CH:15][C:12]=1[CH2:13][NH2:14]. The yield is 0.840. (3) The reactants are Cl[C:2]1[N:7]=[C:6]([Cl:8])[C:5]([C:9]#[N:10])=[C:4](Cl)[N:3]=1.C([N:14]([CH:18]([CH3:20])[CH3:19])C(C)C)C.[CH:21]1([NH2:24])[CH2:23][CH2:22]1. The catalyst is O1CCOCC1. The product is [Cl:8][C:6]1[C:5]([C:9]#[N:10])=[C:4]([NH:24][CH:21]2[CH2:23][CH2:22]2)[N:3]=[C:2]([NH:14][CH:18]2[CH2:19][CH2:20]2)[N:7]=1. The yield is 0.550. (4) The reactants are O[N:2]=[CH:3][C:4]1[S:8][C:7]([C:9]([O:11][CH3:12])=[O:10])=[CH:6][CH:5]=1. The catalyst is C(OC(=O)C)(=O)C. The product is [C:3]([C:4]1[S:8][C:7]([C:9]([O:11][CH3:12])=[O:10])=[CH:6][CH:5]=1)#[N:2]. The yield is 0.900. (5) The reactants are Cl[C:2]1[N:7]=[CH:6][C:5]([S:8]([N:11]([CH2:18][CH:19]2[CH2:23][O:22][C:21]([CH3:25])([CH3:24])[O:20]2)[C:12]2[CH:17]=[CH:16][CH:15]=[CH:14][CH:13]=2)(=[O:10])=[O:9])=[CH:4][CH:3]=1.O.[NH2:27][NH2:28]. No catalyst specified. The product is [CH3:24][C:21]1([CH3:25])[O:20][CH:19]([CH2:18][N:11]([C:12]2[CH:17]=[CH:16][CH:15]=[CH:14][CH:13]=2)[S:8]([C:5]2[CH:6]=[N:7][C:2]([NH:27][NH2:28])=[CH:3][CH:4]=2)(=[O:10])=[O:9])[CH2:23][O:22]1. The yield is 0.990. (6) The reactants are [C:1](Cl)(=[O:3])[CH3:2].[F:5][CH:6]([F:34])[C:7]1[N:11]([C:12]2[N:17]=[C:16]([N:18]3[CH2:23][CH2:22][O:21][CH2:20][CH2:19]3)[N:15]=[C:14]([N:24]3[CH2:29][CH2:28][NH:27][CH2:26][CH2:25]3)[N:13]=2)[C:10]2[CH:30]=[CH:31][CH:32]=[CH:33][C:9]=2[N:8]=1.C1COCC1. The catalyst is O. The product is [C:1]([N:27]1[CH2:26][CH2:25][N:24]([C:14]2[N:15]=[C:16]([N:18]3[CH2:19][CH2:20][O:21][CH2:22][CH2:23]3)[N:17]=[C:12]([N:11]3[C:10]4[CH:30]=[CH:31][CH:32]=[CH:33][C:9]=4[N:8]=[C:7]3[CH:6]([F:34])[F:5])[N:13]=2)[CH2:29][CH2:28]1)(=[O:3])[CH3:2]. The yield is 0.770. (7) The reactants are [CH:1]1([NH:5][CH2:6]/[CH:7]=[CH:8]/[C:9]([O:11][CH3:12])=[O:10])[CH2:4][CH2:3][CH2:2]1.C=O.[BH-](OC(C)=O)(OC(C)=O)O[C:17](C)=O.[Na+]. The catalyst is C1COCC1. The product is [CH:1]1([N:5]([CH3:17])[CH2:6]/[CH:7]=[CH:8]/[C:9]([O:11][CH3:12])=[O:10])[CH2:2][CH2:3][CH2:4]1. The yield is 0.800. (8) The yield is 0.780. The product is [CH3:21][O:20][C:8]1[CH:7]=[C:6]2[C:11]([C:2]([NH:22][C:23]3[NH:24][N:25]=[C:26]([CH2:28][C:29]([OH:31])=[O:30])[CH:27]=3)=[N:3][CH:4]=[N:5]2)=[C:10]([O:12][CH:13]2[CH2:18][CH2:17][N:16]([CH3:19])[CH2:15][CH2:14]2)[CH:9]=1. The catalyst is CC(N(C)C)=O.Cl.O1CCOCC1. The reactants are Cl[C:2]1[C:11]2[C:6](=[CH:7][C:8]([O:20][CH3:21])=[CH:9][C:10]=2[O:12][CH:13]2[CH2:18][CH2:17][N:16]([CH3:19])[CH2:15][CH2:14]2)[N:5]=[CH:4][N:3]=1.[NH2:22][C:23]1[CH:27]=[C:26]([CH2:28][C:29]([OH:31])=[O:30])[NH:25][N:24]=1.C(OCC)C. (9) The reactants are [O:1]=[C:2]1[CH2:7][CH2:6][N:5]([C:8]([O:10][C:11]([CH3:14])([CH3:13])[CH3:12])=[O:9])[CH2:4][CH:3]1[C:15]([O:17][CH2:18][CH3:19])=[O:16].C[Si]([N-][Si](C)(C)C)(C)C.[Na+].[P:30](Cl)(=[O:37])([O:34][CH2:35][CH3:36])[O:31][CH2:32][CH3:33]. The catalyst is CC(OC)(C)C. The product is [CH2:32]([O:31][P:30]([O:1][C:2]1[CH2:7][CH2:6][N:5]([C:8]([O:10][C:11]([CH3:12])([CH3:13])[CH3:14])=[O:9])[CH2:4][C:3]=1[C:15]([O:17][CH2:18][CH3:19])=[O:16])([O:34][CH2:35][CH3:36])=[O:37])[CH3:33]. The yield is 0.490.